This data is from Full USPTO retrosynthesis dataset with 1.9M reactions from patents (1976-2016). The task is: Predict the reactants needed to synthesize the given product. (1) Given the product [N+:30]([C:26]1[CH:25]=[C:24]([CH:29]=[CH:28][CH:27]=1)[CH2:23][NH:1][C:2]1[CH:3]=[C:4]([NH:8][C:9](=[O:15])[O:10][C:11]([CH3:12])([CH3:14])[CH3:13])[CH:5]=[CH:6][CH:7]=1)([O-:32])=[O:31], predict the reactants needed to synthesize it. The reactants are: [NH2:1][C:2]1[CH:3]=[C:4]([NH:8][C:9](=[O:15])[O:10][C:11]([CH3:14])([CH3:13])[CH3:12])[CH:5]=[CH:6][CH:7]=1.C(=O)([O-])[O-].[K+].[K+].Br[CH2:23][C:24]1[CH:29]=[CH:28][CH:27]=[C:26]([N+:30]([O-:32])=[O:31])[CH:25]=1. (2) Given the product [NH2:23][C:17]1[CH:18]=[CH:19][C:20]([CH3:22])=[CH:21][C:16]=1[O:15][C@H:11]1[CH2:12][CH2:13][CH2:14][N:9]([C:7](=[O:8])[C:6]([F:27])([F:5])[F:26])[CH2:10]1, predict the reactants needed to synthesize it. The reactants are: C([O-])=O.[NH4+].[F:5][C:6]([F:27])([F:26])[C:7]([N:9]1[CH2:14][CH2:13][CH2:12][C@H:11]([O:15][C:16]2[CH:21]=[C:20]([CH3:22])[CH:19]=[CH:18][C:17]=2[N+:23]([O-])=O)[CH2:10]1)=[O:8].